Dataset: CYP3A4 inhibition data for predicting drug metabolism from PubChem BioAssay. Task: Regression/Classification. Given a drug SMILES string, predict its absorption, distribution, metabolism, or excretion properties. Task type varies by dataset: regression for continuous measurements (e.g., permeability, clearance, half-life) or binary classification for categorical outcomes (e.g., BBB penetration, CYP inhibition). Dataset: cyp3a4_veith. (1) The molecule is N#Cc1cnc2c(N=Nc3ccccc3Cl)c(N)nn2c1-c1ccccc1. The result is 0 (non-inhibitor). (2) The molecule is COc1ccc(Cc2ccc3[nH]c(=O)cc(C)c3c2)cc1S(=O)(=O)O. The result is 0 (non-inhibitor). (3) The molecule is O=C(Nc1cccn2ncnc12)c1ccc(Cl)cc1Cl. The result is 0 (non-inhibitor). (4) The result is 1 (inhibitor). The compound is COc1cccc(Cn2nnc3c(=O)[nH]c(C4CCCN(C(=O)c5ccccc5Cl)C4)nc32)c1. (5) The drug is CCOc1ccccc1NC(=O)C1Cc2ccccc2CN1S(C)(=O)=O. The result is 0 (non-inhibitor). (6) The drug is CSc1nc(Cl)cc(N(CCO)CCO)n1. The result is 0 (non-inhibitor). (7) The compound is CCSc1nnc(NC(=O)Cc2ccc(OC)c(OC)c2)s1. The result is 0 (non-inhibitor).